From a dataset of Aqueous solubility values for 9,982 compounds from the AqSolDB database. Regression/Classification. Given a drug SMILES string, predict its absorption, distribution, metabolism, or excretion properties. Task type varies by dataset: regression for continuous measurements (e.g., permeability, clearance, half-life) or binary classification for categorical outcomes (e.g., BBB penetration, CYP inhibition). For this dataset (solubility_aqsoldb), we predict Y. (1) The molecule is C=C(C)C(=O)OCC1CCCO1. The Y is -0.952 log mol/L. (2) The drug is NCc1ccccn1. The Y is 0.966 log mol/L. (3) The compound is CC(C)N(c1n[n+](C)c(N=Nc2ccc(N(C)C)cc2)s1)C(C)C.COS(=O)(=O)[O-]. The Y is -1.26 log mol/L. (4) The drug is OCC1CO1. The Y is 1.13 log mol/L. (5) The drug is O=S(=O)(O)c1c[nH]cn1. The Y is 0.130 log mol/L. (6) The molecule is CCC(CC)CC1(C(=O)O)CCCCC1. The Y is -4.28 log mol/L.